This data is from Reaction yield outcomes from USPTO patents with 853,638 reactions. The task is: Predict the reaction yield, written as a fraction of the theoretical maximum amount of product (1.0 means a 100% yield; for example, 0.34 means a 34% yield). The reactants are [C:1]([C:4]1[CH:12]=[CH:11][CH:10]=[CH:9][C:5]=1[C:6]([OH:8])=[O:7])(=[O:3])[CH3:2].[CH:13]1([CH3:23])[CH2:18][CH2:17][CH:16]([CH:19]([CH3:21])[CH3:20])[CH:15](O)[CH2:14]1.C1CCC(N=C=NC2CCCCC2)CC1. The catalyst is CN(C1C=CN=CC=1)C.ClCCl. The product is [C:1]([C:4]1[CH:12]=[CH:11][CH:10]=[CH:9][C:5]=1[C:6]([O:8][C@H:15]1[C@H:16]([CH:19]([CH3:21])[CH3:20])[CH2:17][CH2:18][C@@H:13]([CH3:23])[CH2:14]1)=[O:7])(=[O:3])[CH3:2]. The yield is 0.130.